This data is from Peptide-MHC class I binding affinity with 185,985 pairs from IEDB/IMGT. The task is: Regression. Given a peptide amino acid sequence and an MHC pseudo amino acid sequence, predict their binding affinity value. This is MHC class I binding data. The peptide sequence is FQPNNGQFI. The MHC is H-2-Db with pseudo-sequence H-2-Db. The binding affinity (normalized) is 0.336.